Dataset: Full USPTO retrosynthesis dataset with 1.9M reactions from patents (1976-2016). Task: Predict the reactants needed to synthesize the given product. (1) Given the product [C:1]([O:5][C:6]([N:8]1[C:12]2=[N:13][CH:14]=[C:15]([C:29]3[S:28][CH:32]=[CH:31][CH:30]=3)[CH:16]=[C:11]2[C:10]([C:18](=[O:27])[C:19]2[CH:24]=[CH:23][C:22]([O:25][CH3:26])=[CH:21][CH:20]=2)=[CH:9]1)=[O:7])([CH3:4])([CH3:3])[CH3:2], predict the reactants needed to synthesize it. The reactants are: [C:1]([O:5][C:6]([N:8]1[C:12]2=[N:13][CH:14]=[C:15](Br)[CH:16]=[C:11]2[C:10]([C:18](=[O:27])[C:19]2[CH:24]=[CH:23][C:22]([O:25][CH3:26])=[CH:21][CH:20]=2)=[CH:9]1)=[O:7])([CH3:4])([CH3:3])[CH3:2].[S:28]1[CH:32]=[CH:31][CH:30]=[C:29]1B(O)O.C(=O)([O-])[O-].[K+].[K+].O1CCCC1. (2) Given the product [CH2:10]([O:9][CH2:8][C@@H:5]1[C@H:4]([NH2:1])[CH2:7][O:6]1)[C:11]1[CH:12]=[CH:13][CH:14]=[CH:15][CH:16]=1, predict the reactants needed to synthesize it. The reactants are: [N:1]([C@@H:4]1[CH2:7][O:6][C@@H:5]1[CH2:8][O:9][CH2:10][C:11]1[CH:16]=[CH:15][CH:14]=[CH:13][CH:12]=1)=[N+]=[N-].C1(P(C2C=CC=CC=2)C2C=CC=CC=2)C=CC=CC=1.O. (3) Given the product [Br:1][C:2]1[CH:3]=[CH:4][C:5]([NH:11][S:12]([C:15]2[CH:20]=[CH:19][C:18]([O:21][C:22]([F:25])([F:24])[F:23])=[CH:17][CH:16]=2)(=[O:14])=[O:13])=[C:6]([CH:10]=1)[C:7]([NH:31][CH2:30][C:29]1[CH:32]=[CH:33][CH:34]=[CH:35][C:28]=1[O:27][CH3:26])=[O:8], predict the reactants needed to synthesize it. The reactants are: [Br:1][C:2]1[CH:3]=[CH:4][C:5]([NH:11][S:12]([C:15]2[CH:20]=[CH:19][C:18]([O:21][C:22]([F:25])([F:24])[F:23])=[CH:17][CH:16]=2)(=[O:14])=[O:13])=[C:6]([CH:10]=1)[C:7](Cl)=[O:8].[CH3:26][O:27][C:28]1[CH:35]=[CH:34][CH:33]=[CH:32][C:29]=1[CH2:30][NH2:31].C(N(CC)CC)C. (4) Given the product [CH:12]1([C:10]#[C:11][C:2]2[CH:7]=[C:6]([I:8])[N:5]=[N:4][C:3]=2[NH2:9])[CH2:14][CH2:13]1, predict the reactants needed to synthesize it. The reactants are: I[C:2]1[CH:7]=[C:6]([I:8])[N:5]=[N:4][C:3]=1[NH2:9].[C:10]([CH:12]1[CH2:14][CH2:13]1)#[CH:11].CCN(CC)CC. (5) Given the product [C:27]([O:26][C:24](=[O:25])[CH2:23][N:11]([C:9]([O:8][C:4]([CH3:7])([CH3:6])[CH3:5])=[O:10])[C:12]1[CH:17]=[CH:16][CH:15]=[C:14]([CH2:18][OH:19])[N:13]=1)([CH3:30])([CH3:29])[CH3:28], predict the reactants needed to synthesize it. The reactants are: C(O)C.[C:4]([O:8][C:9]([N:11]([CH2:23][C:24]([O:26][C:27]([CH3:30])([CH3:29])[CH3:28])=[O:25])[C:12]1[CH:17]=[CH:16][CH:15]=[C:14]([C:18](OCC)=[O:19])[N:13]=1)=[O:10])([CH3:7])([CH3:6])[CH3:5].[Cl-].[Ca+2].[Cl-].[BH4-].[Na+].COCCOCCOCCOCCOC.